This data is from Peptide-MHC class II binding affinity with 134,281 pairs from IEDB. The task is: Regression. Given a peptide amino acid sequence and an MHC pseudo amino acid sequence, predict their binding affinity value. This is MHC class II binding data. (1) The peptide sequence is FEKFIEPKVKFGCAV. The MHC is DRB1_0101 with pseudo-sequence DRB1_0101. The binding affinity (normalized) is 0.325. (2) The peptide sequence is NKIVRMYSPISI. The MHC is DRB1_0901 with pseudo-sequence DRB1_0901. The binding affinity (normalized) is 0.531. (3) The peptide sequence is LYVYKGYQPIDVVRD. The MHC is DRB1_0101 with pseudo-sequence DRB1_0101. The binding affinity (normalized) is 0.638. (4) The peptide sequence is RSLSNKIKQKTKQIG. The MHC is DRB1_0801 with pseudo-sequence DRB1_0801. The binding affinity (normalized) is 0.447.